Dataset: Peptide-MHC class I binding affinity with 185,985 pairs from IEDB/IMGT. Task: Regression. Given a peptide amino acid sequence and an MHC pseudo amino acid sequence, predict their binding affinity value. This is MHC class I binding data. The peptide sequence is LTPEQKAYV. The MHC is Mamu-A02 with pseudo-sequence Mamu-A02. The binding affinity (normalized) is 0.